Dataset: Experimentally validated miRNA-target interactions with 360,000+ pairs, plus equal number of negative samples. Task: Binary Classification. Given a miRNA mature sequence and a target amino acid sequence, predict their likelihood of interaction. (1) The miRNA is hsa-miR-449b-3p with sequence CAGCCACAACUACCCUGCCACU. The protein sequence of the target gene is MLLLINVILTLWVSCANGQVKPCDFPDIKHGGLFHENMRRPYFPVAVGKYYSYYCDEHFETPSGSYWDYIHCTQNGWSPAVPCLRKCYFPYLENGYNQNYGRKFVQGNSTEVACHPGYGLPKAQTTVTCTEKGWSPTPRCIRVRTCSKSDIEIENGFISESSSIYILNKEIQYKCKPGYATADGNSSGSITCLQNGWSAQPICINSSEKCGPPPPISNGDTTSFLLKVYVPQSRVEYQCQPYYELQGSNYVTCSNGEWSEPPRCIHPCIITEENMNKNNIKLKGRSDRKYYAKTGDTIEF.... Result: 0 (no interaction). (2) The miRNA is mmu-miR-466l-3p with sequence UAUAAAUACAUGCACACAUAUU. The protein sequence of the target gene is MDRETRTFAERYYRDLRDPVPSGGGGPTPSGVTFIQTPNAFSYADFVKGFLLPNLPCVFSSAFTEGWGSRRRWVTSEGKPDFEYLQQKYGDAVVPVANCGVREYNSNPKEHMSFRDYISYWKDYIQGSYSSSRGCLYLKDWHLCRDSLVNDLEDIFTLPVYFSSDWLNEFWDVLNVDDYRFVYAGPRGTWSPFHADIFRSFSWSVNICGKKKWLFFPPGEEEALRDCHGNLPYDVTSTELLDTHLYPKIQHHSLPIEVIQEPGEMVFVPSGWHHQVYNLDDTISINHNWVNGCNLPNMWH.... Result: 1 (interaction). (3) The miRNA is hsa-let-7a-2-3p with sequence CUGUACAGCCUCCUAGCUUUCC. The protein sequence of the target gene is MNKSENLLFAGSSLASQVHAAAVNGDKGALQRLIVGNSALKDKEDQFGRTPLMYCVLADRLDCADALLKAGADVNKTDHSQRTALHLAAQKGNYRFMKLLLTRRANWMQKDLEEMTPLHLTTRHRSPKCLALLLKFMAPGEVDTQDKNKQTALHWSAYYNNPEHVKLLIKHDSNIGIPDVEGKIPLHWAANHKDPSAVHTVRCILDAAPTESLLNWQDYEGRTPLHFAVADGNVTVVDVLTSYESCNITSYDNLFRTPLHWAALLGHAQIVHLLLERNKSGTIPSDSQGATPLHYAAQSN.... Result: 0 (no interaction). (4) The miRNA is mmu-miR-3969 with sequence CCCUAAAGUAGAAAUCACUA. The protein sequence of the target gene is MKMKKFQIPVSFQDLTVNFTQEEWQQLDPAQRLLYRDVMLENYSNLVSVGYHVSKPDVIFKLEQGEEPWIVEEFSNQNYPDIDDALEKNKEIQDKHLTQTVFFSNKTLITERENVFGKTLNLGMNSVPSRKMPYKCNPGGNSLKTNSEVIVAKKSKENRKIPDGYSGFGKHEKSHLGMKKYRYNPMRKASNQNENLILHQNIQILKQPFDYNKCGKTFFKRAILITQKGRQTERKPNECNECRKTFSKRSTLIVHQRIHTGEKPYVCSDCRKTFRVKTSLTRHRRIHTGERPYECSECRK.... Result: 0 (no interaction). (5) The miRNA is rno-miR-200b-3p with sequence UAAUACUGCCUGGUAAUGAUGAC. The protein sequence of the target gene is MASPSLERPEKGAGKSEFRNQKPKPENQDESELLTVPDGWKEPAFSKEDNPRGLLEESSFATLFPKYREAYLKECWPLVQKALNEHHVNATLDLIEGSMTVCTTKKTFDPYIIIRARDLIKLLARSVSFEQAVRILQDDVACDIIKIGSLVRNKERFVKRRQRLIGPKGSTLKALELLTNCYIMVQGNTVSAIGPFSGLKEVRKVVLDTMKNIHPIYNIKSLMIKRELAKDSELRSQSWERFLPQFKHKNVNKRKEPKKKTVKKEYTPFPPPQPESQIDKELASGEYFLKANQKKRQKME.... Result: 0 (no interaction). (6) The miRNA is mmu-miR-3085-3p with sequence UCUGGCUGCUAUGGCCCCCUC. The protein sequence of the target gene is MKPRLIFIFFACYFLNFLPFSNQLPCSYQNPRIEDILLEVPIEHEHPHRHRRGLPSSDPTSPPVEKFAPLRIQLHYDKSIQNLTAEVQNFVNTTLLPEAVGYWENALRVRPMTTPIRLRRKCISSFYYYKQGMRNVACDKGCRERTTCGEADIPRDHLLDCLACNNTDDCKTTGELGEGVKDTDFILYVTAHDSKRCEGPETLSYAAHCQQEADFDRPIAGNVNLCPSALSVHNHDYEILTSTVKHEILHALGFSVGLYAFFRDSEGKPRTKRNRYGRPTSLNKQKGYYDWDSNTITTVL.... Result: 0 (no interaction). (7) Result: 0 (no interaction). The miRNA is cel-miR-80-5p with sequence AGCUUUCGACAUGAUUCUGAAC. The protein sequence of the target gene is MASDGASALPGPDMSMKPSAAPSPSPALPFLPPTSDPPDHPPREPPPQPIMPSVFSPDNPLMLSAFPSSLLVTGDGGPCLSGAGAGKVIVKVKTEGGSAEPSQTQNFILTQTALNSTAPGTPCGGLEGPAPPFVTASNVKTILPSKAVGVSQEGPPGLPPQPPPPVAQLVPIVPLEKAWPGPHGTTGEGGPVATLSKPSLGDRSKISKDVYENFRQWQRYKALARRHLSQSPDTEALSCFLIPVLRSLARLKPTMTLEEGLPLAVQEWEHTSNFDRMIFYEMAERFMEFEAEEMQIQNTQ.... (8) The miRNA is mmu-miR-217-5p with sequence UACUGCAUCAGGAACUGACUGGA. The protein sequence of the target gene is MDSEAFQSARDFLDMNFQSLAMKHMDLKQMELDTAAAKVDELTKQLESLWSDSPAPPGPQAGPPSRPPRYSSSSIPEPFGSRGSPRKAATDGADTPFGRSESAPTLHPYSPLSPKGRPSSPRTPLYLQPDAYGSLDRATSPRPRAFDGAGSSLGRAPSPRPGPGPLRQQGPPTPFDFLGRAGSPRGSPLAEGPQAFFPERGPSPRPPATAYDAPASAFGSSLLGSGGSAFAPPLRAQDDLTLRRRPPKAWNESDLDVAYEKKPSQTASYERLDVFARPASPSLQLLPWRESSLDGLGGTG.... Result: 0 (no interaction).